Dataset: Full USPTO retrosynthesis dataset with 1.9M reactions from patents (1976-2016). Task: Predict the reactants needed to synthesize the given product. Given the product [Br:39][CH2:11][C:3]1[CH:4]=[CH:5][C:6]([N+:8]([O-:10])=[O:9])=[CH:7][C:2]=1[F:1], predict the reactants needed to synthesize it. The reactants are: [F:1][C:2]1[CH:7]=[C:6]([N+:8]([O-:10])=[O:9])[CH:5]=[CH:4][C:3]=1[CH2:11]O.C1(P(C2C=CC=CC=2)C2C=CC=CC=2)C=CC=CC=1.C1C(=O)N([Br:39])C(=O)C1.